Dataset: Peptide-MHC class I binding affinity with 185,985 pairs from IEDB/IMGT. Task: Regression. Given a peptide amino acid sequence and an MHC pseudo amino acid sequence, predict their binding affinity value. This is MHC class I binding data. (1) The peptide sequence is FHERGYVKL. The MHC is HLA-A02:19 with pseudo-sequence HLA-A02:19. The binding affinity (normalized) is 0.0847. (2) The peptide sequence is FSDLCNFLI. The MHC is HLA-B57:01 with pseudo-sequence HLA-B57:01. The binding affinity (normalized) is 0.0847. (3) The peptide sequence is STISWMMKL. The MHC is HLA-A02:06 with pseudo-sequence HLA-A02:06. The binding affinity (normalized) is 0.769. (4) The peptide sequence is LLQEMVEYV. The MHC is HLA-A02:03 with pseudo-sequence HLA-A02:03. The binding affinity (normalized) is 0.748. (5) The peptide sequence is VLQWASLAV. The MHC is HLA-B44:02 with pseudo-sequence HLA-B44:02. The binding affinity (normalized) is 0. (6) The peptide sequence is ALPGPDGVV. The MHC is HLA-A02:11 with pseudo-sequence HLA-A02:11. The binding affinity (normalized) is 0.549. (7) The peptide sequence is GPGHKARVL. The MHC is HLA-A01:01 with pseudo-sequence HLA-A01:01. The binding affinity (normalized) is 0.